This data is from Forward reaction prediction with 1.9M reactions from USPTO patents (1976-2016). The task is: Predict the product of the given reaction. Given the reactants [OH:1][C:2]1[N:6]([C:7]2[CH:12]=[C:11]([C:13]#[N:14])[CH:10]=[CH:9][N:8]=2)[N:5]=[CH:4][CH:3]=1.[I:15][C:16]1[CH:21]=[CH:20][C:19]([CH2:22]O)=[C:18]([CH3:24])[CH:17]=1, predict the reaction product. The product is: [I:15][C:16]1[CH:21]=[CH:20][C:19]([CH2:22][O:1][C:2]2[N:6]([C:7]3[CH:12]=[C:11]([C:13]#[N:14])[CH:10]=[CH:9][N:8]=3)[N:5]=[CH:4][CH:3]=2)=[C:18]([CH3:24])[CH:17]=1.